From a dataset of Full USPTO retrosynthesis dataset with 1.9M reactions from patents (1976-2016). Predict the reactants needed to synthesize the given product. (1) The reactants are: [OH:1][CH2:2][C:3]([C@H:5]([C@@H:7]([C@@H:9]([CH2:11][OH:12])[OH:10])[OH:8])[OH:6])=[O:4]. Given the product [OH:1][CH2:2][C:3]([C@@H:5]([C@@H:7]([C@@H:9]([CH2:11][OH:12])[OH:10])[OH:8])[OH:6])=[O:4], predict the reactants needed to synthesize it. (2) Given the product [C:1]([O:4][CH2:5][C:6]1[C:7]([B:27]2[O:31][C:30]([CH3:33])([CH3:32])[C:29]([CH3:35])([CH3:34])[O:28]2)=[CH:8][CH:9]=[CH:10][C:11]=1[N:12]1[CH2:21][CH2:20][C:19]2[C:14](=[CH:15][CH:16]=[C:17]([CH:22]3[CH2:24][CH2:23]3)[CH:18]=2)[C:13]1=[O:25])(=[O:3])[CH3:2], predict the reactants needed to synthesize it. The reactants are: [C:1]([O:4][CH2:5][C:6]1[C:11]([N:12]2[CH2:21][CH2:20][C:19]3[C:14](=[CH:15][CH:16]=[C:17]([CH:22]4[CH2:24][CH2:23]4)[CH:18]=3)[C:13]2=[O:25])=[CH:10][CH:9]=[CH:8][C:7]=1Br)(=[O:3])[CH3:2].[B:27]1([B:27]2[O:31][C:30]([CH3:33])([CH3:32])[C:29]([CH3:35])([CH3:34])[O:28]2)[O:31][C:30]([CH3:33])([CH3:32])[C:29]([CH3:35])([CH3:34])[O:28]1.C1(P(C2CCCCC2)C2C=CC=CC=2C2C(C(C)C)=CC(C(C)C)=CC=2C(C)C)CCCCC1.C([O-])(=O)C.[K+].O1CCOCC1. (3) Given the product [C:31]1([N:29]2[CH:30]=[C:26]([C:24]([NH:23][CH2:22][CH2:21][C:20]([NH:19][C:16]3[CH:15]=[CH:14][C:13]([C@H:10]4[CH2:9][CH2:8][C@H:7]([CH2:6][C:5]([OH:42])=[O:4])[CH2:12][CH2:11]4)=[CH:18][CH:17]=3)=[O:41])=[O:25])[C:27]([C:37]([F:40])([F:39])[F:38])=[N:28]2)[CH:32]=[CH:33][CH:34]=[CH:35][CH:36]=1, predict the reactants needed to synthesize it. The reactants are: [OH-].[Na+].C[O:4][C:5](=[O:42])[CH2:6][C@H:7]1[CH2:12][CH2:11][C@H:10]([C:13]2[CH:18]=[CH:17][C:16]([NH:19][C:20](=[O:41])[CH2:21][CH2:22][NH:23][C:24]([C:26]3[C:27]([C:37]([F:40])([F:39])[F:38])=[N:28][N:29]([C:31]4[CH:36]=[CH:35][CH:34]=[CH:33][CH:32]=4)[CH:30]=3)=[O:25])=[CH:15][CH:14]=2)[CH2:9][CH2:8]1.